Dataset: Reaction yield outcomes from USPTO patents with 853,638 reactions. Task: Predict the reaction yield, written as a fraction of the theoretical maximum amount of product (1.0 means a 100% yield; for example, 0.34 means a 34% yield). The reactants are [CH3:1][N:2]([C:10]1[CH:15]=[CH:14][CH:13]=[C:12]([CH3:16])[N:11]=1)[C:3](=[O:9])[O:4][C:5]([CH3:8])([CH3:7])[CH3:6].C1C=C(Cl)C=C(C(OO)=[O:25])C=1. The catalyst is C(#N)C. The product is [CH3:1][N:2]([C:10]1[CH:15]=[CH:14][CH:13]=[C:12]([CH3:16])[N+:11]=1[O-:25])[C:3](=[O:9])[O:4][C:5]([CH3:8])([CH3:7])[CH3:6]. The yield is 0.410.